From a dataset of Full USPTO retrosynthesis dataset with 1.9M reactions from patents (1976-2016). Predict the reactants needed to synthesize the given product. Given the product [NH:35]1[CH:34]=[C:33]([C:2]2[N:7]=[C:6]3[S:8][C:9]([NH:11][C:12](=[O:24])[C:13]4[CH:18]=[CH:17][C:16]([C:19]([CH3:23])([CH3:22])[CH2:20][OH:21])=[CH:15][CH:14]=4)=[N:10][C:5]3=[CH:4][CH:3]=2)[CH:37]=[N:36]1, predict the reactants needed to synthesize it. The reactants are: Br[C:2]1[N:7]=[C:6]2[S:8][C:9]([NH:11][C:12](=[O:24])[C:13]3[CH:18]=[CH:17][C:16]([C:19]([CH3:23])([CH3:22])[CH2:20][OH:21])=[CH:15][CH:14]=3)=[N:10][C:5]2=[CH:4][CH:3]=1.CC1(C)C(C)(C)OB([C:33]2[CH:34]=[N:35][NH:36][CH:37]=2)O1.